Dataset: Forward reaction prediction with 1.9M reactions from USPTO patents (1976-2016). Task: Predict the product of the given reaction. (1) Given the reactants [Br:1][C:2]1[CH:3]=[N:4][C:5]2[N:6]([N:8]=[C:9]([C:11]([OH:13])=O)[CH:10]=2)[CH:7]=1.[O:14]1[C:22]2[CH2:21][CH2:20][NH:19][CH2:18][C:17]=2[CH:16]=[CH:15]1, predict the reaction product. The product is: [Br:1][C:2]1[CH:3]=[N:4][C:5]2[N:6]([N:8]=[C:9]([C:11]([N:19]3[CH2:20][CH2:21][C:22]4[O:14][CH:15]=[CH:16][C:17]=4[CH2:18]3)=[O:13])[CH:10]=2)[CH:7]=1. (2) Given the reactants [CH3:1][NH:2][C:3]1[CH:8]=[CH:7][C:6]([C:9]2[CH:10]=[CH:11][C:12]([NH2:15])=[N:13][CH:14]=2)=[CH:5][CH:4]=1.[C:16]([C:20]1[O:24][N:23]=[C:22]([NH:25][C:26](=[O:34])OC2C=CC=CC=2)[CH:21]=1)([CH3:19])([CH3:18])[CH3:17], predict the reaction product. The product is: [NH2:15][C:12]1[N:13]=[CH:14][C:9]([C:6]2[CH:7]=[CH:8][C:3]([N:2]([CH3:1])[C:26]([NH:25][C:22]3[CH:21]=[C:20]([C:16]([CH3:17])([CH3:18])[CH3:19])[O:24][N:23]=3)=[O:34])=[CH:4][CH:5]=2)=[CH:10][CH:11]=1.